Dataset: Reaction yield outcomes from USPTO patents with 853,638 reactions. Task: Predict the reaction yield, written as a fraction of the theoretical maximum amount of product (1.0 means a 100% yield; for example, 0.34 means a 34% yield). (1) The product is [Cl:1][C:2]1[CH:18]=[CH:17][C:5]([O:6][C:7]2[CH:12]=[CH:11][C:10]([CH2:13][CH2:14][C:15](=[NH:27])[NH2:16])=[CH:9][CH:8]=2)=[CH:4][C:3]=1[C:19]([F:20])([F:21])[F:22]. The yield is 0.730. The catalyst is C1(C)C=CC=CC=1.CO. The reactants are [Cl:1][C:2]1[CH:18]=[CH:17][C:5]([O:6][C:7]2[CH:12]=[CH:11][C:10]([CH2:13][CH2:14][C:15]#[N:16])=[CH:9][CH:8]=2)=[CH:4][C:3]=1[C:19]([F:22])([F:21])[F:20].C(Cl)(C)=O.[NH3:27]. (2) The reactants are C[O:2][C:3]1[CH:8]=[CH:7][C:6]([S:9]([OH:11])=[O:10])=[CH:5][CH:4]=1.[C:12]1(B(O)O)[C:21]2[C:16](=[CH:17][CH:18]=[CH:19][CH:20]=2)[CH:15]=[CH:14][CH:13]=1.C(N(CC)CC)C.Cl. The catalyst is CS(C)=O. The product is [C:20]1([S:9]([C:6]2[CH:7]=[CH:8][C:3]([OH:2])=[CH:4][CH:5]=2)(=[O:11])=[O:10])[C:21]2[C:16](=[CH:15][CH:14]=[CH:13][CH:12]=2)[CH:17]=[CH:18][CH:19]=1. The yield is 0.400. (3) The reactants are [C:1]([O:5][C:6](=[O:15])[CH2:7]/[N:8]=[CH:9]/[CH2:10][C:11]([CH3:14])([CH3:13])[CH3:12])([CH3:4])([CH3:3])[CH3:2].[Cl:16][C:17]1[CH:22]=[CH:21][C:20](/[C:23](=[CH:26]/[C:27]2[CH:32]=[CH:31][CH:30]=[C:29]([F:33])[C:28]=2[F:34])/[C:24]#[N:25])=[C:19]([F:35])[CH:18]=1.C(N(CC)CC)C. The catalyst is ClCCl. The product is [C:1]([O:5][C:6]([CH:7]1[CH:26]([C:27]2[CH:32]=[CH:31][CH:30]=[C:29]([F:33])[C:28]=2[F:34])[C:23]([C:20]2[CH:21]=[CH:22][C:17]([Cl:16])=[CH:18][C:19]=2[F:35])([C:24]#[N:25])[CH:9]([CH2:10][C:11]([CH3:14])([CH3:13])[CH3:12])[NH:8]1)=[O:15])([CH3:4])([CH3:3])[CH3:2]. The yield is 0.440. (4) The reactants are [H-].[Na+].[C:3]([O:7][CH3:8])(=[O:6])[CH2:4][SH:5].F[CH2:10][C:11]([C:13]1[CH:18]=[CH:17][CH:16]=[CH:15][CH:14]=1)=O. The catalyst is C1COCC1.CS(C)=O.O. The product is [CH3:10][C:11]1[C:13]2[CH:18]=[CH:17][CH:16]=[CH:15][C:14]=2[S:5][C:4]=1[C:3]([O:7][CH3:8])=[O:6]. The yield is 0.360. (5) The reactants are [CH3:1][O:2][CH2:3][CH2:4][NH:5][C:6]1[C:7]([C:12]([O:14][CH2:15][CH3:16])=[O:13])=[N:8][CH:9]=[CH:10][CH:11]=1.C1C(=O)N([Br:24])C(=O)C1. The yield is 0.990. The product is [Br:24][C:9]1[N:8]=[C:7]([C:12]([O:14][CH2:15][CH3:16])=[O:13])[C:6]([NH:5][CH2:4][CH2:3][O:2][CH3:1])=[CH:11][CH:10]=1. The catalyst is C(#N)C. (6) The reactants are [CH3:1][C:2]1[CH:6]=[CH:5][S:4][C:3]=1[C:7]([OH:9])=O.[CH2:10]([O:17][C:18]1[CH:35]=[CH:34][C:21]([C:22]([NH:24][CH2:25][C:26](=[O:33])[N:27]2[CH2:32][CH2:31][NH:30][CH2:29][CH2:28]2)=[O:23])=[CH:20][CH:19]=1)[C:11]1[CH:16]=[CH:15][CH:14]=[CH:13][CH:12]=1.CCN=C=NCCCN(C)C.Cl.C1C=CC2N(O)N=NC=2C=1.CCN(C(C)C)C(C)C. The catalyst is CN(C=O)C.O. The product is [CH2:10]([O:17][C:18]1[CH:35]=[CH:34][C:21]([C:22]([NH:24][CH2:25][C:26]([N:27]2[CH2:32][CH2:31][N:30]([C:7]([C:3]3[S:4][CH:5]=[CH:6][C:2]=3[CH3:1])=[O:9])[CH2:29][CH2:28]2)=[O:33])=[O:23])=[CH:20][CH:19]=1)[C:11]1[CH:16]=[CH:15][CH:14]=[CH:13][CH:12]=1. The yield is 0.460. (7) The reactants are [Si:1]([O:8][C:9]1[CH:14]=[C:13]([O:15][Si:16]([C:19]([CH3:22])([CH3:21])[CH3:20])([CH3:18])[CH3:17])[CH:12]=[CH:11][C:10]=1[C@H:23]1[CH2:28][CH2:27][C@H:26]([NH2:29])[CH2:25][CH2:24]1)([C:4]([CH3:7])([CH3:6])[CH3:5])([CH3:3])[CH3:2].ClCCCl.C(N(CC)CC)C.[CH3:41][S:42](Cl)(=[O:44])=[O:43]. The catalyst is CN(C)C1C=CN=CC=1.O.ClCCl. The product is [Si:1]([O:8][C:9]1[CH:14]=[C:13]([O:15][Si:16]([C:19]([CH3:20])([CH3:21])[CH3:22])([CH3:18])[CH3:17])[CH:12]=[CH:11][C:10]=1[C@H:23]1[CH2:24][CH2:25][C@H:26]([NH:29][S:42]([CH3:41])(=[O:44])=[O:43])[CH2:27][CH2:28]1)([C:4]([CH3:5])([CH3:6])[CH3:7])([CH3:3])[CH3:2]. The yield is 1.00.